The task is: Predict the reaction yield, written as a fraction of the theoretical maximum amount of product (1.0 means a 100% yield; for example, 0.34 means a 34% yield).. This data is from Reaction yield outcomes from USPTO patents with 853,638 reactions. The reactants are [NH2:1][CH2:2][C:3]1[N:8]=[C:7]([N:9]([CH2:17][C:18]([O:20][C:21]([CH3:24])([CH3:23])[CH3:22])=[O:19])[C:10]([O:12][C:13]([CH3:16])([CH3:15])[CH3:14])=[O:11])[CH:6]=[CH:5][CH:4]=1.[S:25]1[CH:29]=[CH:28][C:27]([S:30](Cl)(=[O:32])=[O:31])=[CH:26]1. No catalyst specified. The product is [C:13]([O:12][C:10]([N:9]([CH2:17][C:18]([O:20][C:21]([CH3:24])([CH3:23])[CH3:22])=[O:19])[C:7]1[CH:6]=[CH:5][CH:4]=[C:3]([CH:2]([S:30]([C:27]2[CH:28]=[CH:29][S:25][CH:26]=2)(=[O:32])=[O:31])[NH2:1])[N:8]=1)=[O:11])([CH3:16])([CH3:15])[CH3:14]. The yield is 0.850.